This data is from NCI-60 drug combinations with 297,098 pairs across 59 cell lines. The task is: Regression. Given two drug SMILES strings and cell line genomic features, predict the synergy score measuring deviation from expected non-interaction effect. Drug 1: C1CC(=O)NC(=O)C1N2CC3=C(C2=O)C=CC=C3N. Drug 2: C1=CC=C(C(=C1)C(C2=CC=C(C=C2)Cl)C(Cl)Cl)Cl. Cell line: 786-0. Synergy scores: CSS=3.10, Synergy_ZIP=-1.05, Synergy_Bliss=-0.709, Synergy_Loewe=-0.478, Synergy_HSA=-0.395.